This data is from Forward reaction prediction with 1.9M reactions from USPTO patents (1976-2016). The task is: Predict the product of the given reaction. (1) Given the reactants [F:1][C:2]([F:25])([F:24])[C:3]([C:9]1[CH:14]=[CH:13][C:12]([C:15]2[CH:20]=[CH:19][C:18]([C:21](O)=[O:22])=[CH:17][CH:16]=2)=[CH:11][CH:10]=1)([OH:8])[C:4]([F:7])([F:6])[F:5].CCN(C(C)C)C(C)C.CN(C([O:42]N1N=NC2C=CC=NC1=2)=[N+](C)C)C.F[P-](F)(F)(F)(F)F.[N:59]1[CH:64]=[CH:63][C:62]([CH2:65][N:66]2[CH2:71][CH2:70][NH:69][CH2:68][CH2:67]2)=[CH:61][CH:60]=1, predict the reaction product. The product is: [F:6][C:4]([F:7])([F:5])[C:3]([C:9]1[CH:10]=[CH:11][C:12]([C:15]2[CH:20]=[CH:19][C:18]([C:21]([N:69]3[CH2:70][CH2:71][N:66]([CH2:65][C:62]4[CH:61]=[CH:60][N:59]=[CH:64][CH:63]=4)[CH2:67][CH2:68]3)=[O:22])=[CH:17][CH:16]=2)=[CH:13][CH:14]=1)([OH:8])[C:2]([F:25])([F:24])[F:1].[C:3]([OH:8])([C:4]([F:7])([F:6])[F:5])=[O:42]. (2) Given the reactants [C:1]([O:5][C:6](=[O:36])[C@H:7]([NH:11][CH2:12][C:13]1[C:18]([F:19])=[CH:17][N:16]=[C:15]2[N:20]([S:26]([C:29]3[CH:35]=[CH:34][C:32]([CH3:33])=[CH:31][CH:30]=3)(=[O:28])=[O:27])[CH:21]=[C:22]([C:23]([OH:25])=O)[C:14]=12)[CH:8]([CH3:10])[CH3:9])([CH3:4])([CH3:3])[CH3:2].CN(C(ON1N=NC2C=CC=NC1=2)=[N+](C)C)C.F[P-](F)(F)(F)(F)F.CN1CCOCC1, predict the reaction product. The product is: [F:19][C:18]1[C:13]2[CH2:12][N:11]([C@H:7]([CH:8]([CH3:10])[CH3:9])[C:6]([O:5][C:1]([CH3:4])([CH3:3])[CH3:2])=[O:36])[C:23](=[O:25])[C:22]3=[CH:21][N:20]([S:26]([C:29]4[CH:30]=[CH:31][C:32]([CH3:33])=[CH:34][CH:35]=4)(=[O:28])=[O:27])[C:15]([C:14]=23)=[N:16][CH:17]=1. (3) The product is: [CH3:1][C:2]1[C:6]([C:7]2[CH:8]=[C:9]3[N:15]([CH:16]([C:22]4[CH:27]=[CH:26][CH:25]=[CH:24][CH:23]=4)[C:17]([OH:19])=[O:18])[CH:14]=[C:13]([C:28]4[CH:29]=[N:30][N:31]([CH3:33])[CH:32]=4)[C:10]3=[N:11][CH:12]=2)=[C:5]([CH3:34])[O:4][N:3]=1. Given the reactants [CH3:1][C:2]1[C:6]([C:7]2[CH:8]=[C:9]3[N:15]([CH:16]([C:22]4[CH:27]=[CH:26][CH:25]=[CH:24][CH:23]=4)[C:17]([O:19]CC)=[O:18])[CH:14]=[C:13]([C:28]4[CH:29]=[N:30][N:31]([CH3:33])[CH:32]=4)[C:10]3=[N:11][CH:12]=2)=[C:5]([CH3:34])[O:4][N:3]=1.C(=O)([O-])[O-].[K+].[K+].Cl, predict the reaction product. (4) Given the reactants [CH2:1]([O:5][C:6]1[N:14]=[C:13]2[C:9]([N:10]=[C:11]([O:23]C)[N:12]2[CH2:15][CH2:16][CH:17]2[CH2:22][CH2:21][NH:20][CH2:19][CH2:18]2)=[C:8]([NH2:25])[N:7]=1)[CH2:2][CH2:3][CH3:4].I[CH:27]1[CH2:32][CH2:31][CH2:30][CH2:29]C1, predict the reaction product. The product is: [NH2:25][C:8]1[N:7]=[C:6]([O:5][CH2:1][CH2:2][CH2:3][CH3:4])[N:14]=[C:13]2[C:9]=1[NH:10][C:11](=[O:23])[N:12]2[CH2:15][CH2:16][CH:17]1[CH2:18][CH2:19][N:20]([CH:29]2[CH2:30][CH2:31][CH2:32][CH2:27]2)[CH2:21][CH2:22]1. (5) Given the reactants [F:1][C:2]1[CH:3]=[CH:4][C:5]([C:21](=[O:30])[C:22]2[CH:27]=[CH:26][CH:25]=[CH:24][C:23]=2[O:28][CH3:29])=[C:6]([NH:8][C:9](=[O:20])[NH:10][C:11]2[S:12][CH:13]=[C:14]([CH2:16][C:17](O)=[O:18])[N:15]=2)[CH:7]=1.[CH3:31][NH2:32].C1COCC1, predict the reaction product. The product is: [F:1][C:2]1[CH:3]=[CH:4][C:5]([C:21](=[O:30])[C:22]2[CH:27]=[CH:26][CH:25]=[CH:24][C:23]=2[O:28][CH3:29])=[C:6]([NH:8][C:9](=[O:20])[NH:10][C:11]2[S:12][CH:13]=[C:14]([CH2:16][C:17]([NH:32][CH3:31])=[O:18])[N:15]=2)[CH:7]=1. (6) Given the reactants [CH2:1]([O:3][C:4](=[O:27])[C@@H:5]([O:25][CH3:26])[CH2:6][C:7]1[CH:12]=[CH:11][C:10]([O:13][CH2:14][CH2:15][CH2:16][O:17][C:18]2[CH:23]=[CH:22][C:21](I)=[CH:20][CH:19]=2)=[CH:9][CH:8]=1)[CH3:2].[NH:28]1[C:36]2[C:31](=[CH:32][C:33](B(O)O)=[CH:34][CH:35]=2)[CH:30]=[CH:29]1.C(=O)([O-])[O-].[Cs+].[Cs+], predict the reaction product. The product is: [CH2:1]([O:3][C:4](=[O:27])[C@@H:5]([O:25][CH3:26])[CH2:6][C:7]1[CH:12]=[CH:11][C:10]([O:13][CH2:14][CH2:15][CH2:16][O:17][C:18]2[CH:23]=[CH:22][C:21]([C:33]3[CH:32]=[C:31]4[C:36](=[CH:35][CH:34]=3)[NH:28][CH:29]=[CH:30]4)=[CH:20][CH:19]=2)=[CH:9][CH:8]=1)[CH3:2]. (7) Given the reactants [Cl:1][C:2]1[C:3]([NH2:10])=[N:4][C:5]([O:8][CH3:9])=[CH:6][CH:7]=1.N1C=CC=CC=1.[F:17][C:18]([F:29])([F:28])[C:19](O[C:19](=[O:20])[C:18]([F:29])([F:28])[F:17])=[O:20], predict the reaction product. The product is: [Cl:1][C:2]1[C:3]([NH:10][C:19](=[O:20])[C:18]([F:29])([F:28])[F:17])=[N:4][C:5]([O:8][CH3:9])=[CH:6][CH:7]=1. (8) Given the reactants [Br:1][C:2]1[CH:7]=[CH:6][C:5]([SH:8])=[CH:4][CH:3]=1.Br[CH2:10][CH2:11][CH2:12][Cl:13], predict the reaction product. The product is: [Br:1][C:2]1[CH:7]=[CH:6][C:5]([S:8][CH2:10][CH2:11][CH2:12][Cl:13])=[CH:4][CH:3]=1. (9) Given the reactants [N+:1]([C:4]1[C:5]([NH:10][C:11]2[CH:16]=[CH:15][CH:14]=[C:13](/[CH:17]=[CH:18]/[C:19]3[CH:20]=[N:21][CH:22]=[CH:23][CH:24]=3)[CH:12]=2)=[N:6][CH:7]=[CH:8][CH:9]=1)([O-])=O.Cl.C(=O)(O)[O-].[Na+], predict the reaction product. The product is: [NH2:1][C:4]1[C:5]([NH:10][C:11]2[CH:16]=[CH:15][CH:14]=[C:13](/[CH:17]=[CH:18]/[C:19]3[CH:20]=[N:21][CH:22]=[CH:23][CH:24]=3)[CH:12]=2)=[N:6][CH:7]=[CH:8][CH:9]=1.